From a dataset of Reaction yield outcomes from USPTO patents with 853,638 reactions. Predict the reaction yield, written as a fraction of the theoretical maximum amount of product (1.0 means a 100% yield; for example, 0.34 means a 34% yield). (1) The reactants are [NH:1]1[CH2:6][CH2:5][CH:4]([NH:7][C:8]([NH:10][C:11]2[CH:16]=[CH:15][C:14]([C:17]([F:20])([F:19])[F:18])=[CH:13][CH:12]=2)=[O:9])[CH2:3][CH2:2]1.CCN(CC)CC.[C:28](OC(=O)C)(=[O:30])[CH3:29]. The catalyst is C(Cl)Cl. The product is [C:28]([N:1]1[CH2:6][CH2:5][CH:4]([NH:7][C:8]([NH:10][C:11]2[CH:16]=[CH:15][C:14]([C:17]([F:18])([F:19])[F:20])=[CH:13][CH:12]=2)=[O:9])[CH2:3][CH2:2]1)(=[O:30])[CH3:29]. The yield is 0.710. (2) The reactants are Br[CH2:2][C:3]1[C:12]([Cl:13])=[N:11][CH:10]=[CH:9][C:4]=1[C:5]([O:7]C)=O.Cl.[F:15][CH:16]([F:30])[CH2:17][O:18][C:19]1[N:24]=[C:23]([O:25][CH3:26])[C:22]([CH:27]([NH2:29])[CH3:28])=[CH:21][CH:20]=1. No catalyst specified. The product is [Cl:13][C:12]1[C:3]2[CH2:2][N:29]([CH:27]([C:22]3[C:23]([O:25][CH3:26])=[N:24][C:19]([O:18][CH2:17][CH:16]([F:15])[F:30])=[CH:20][CH:21]=3)[CH3:28])[C:5](=[O:7])[C:4]=2[CH:9]=[CH:10][N:11]=1. The yield is 0.910. (3) The reactants are [BH4-].[Li+].C[O:4][C:5]([C:7]1[O:8][C:9]2[CH2:14][N:13]([C:15]([O:17][C:18]([CH3:21])([CH3:20])[CH3:19])=[O:16])[CH2:12][C:10]=2[N:11]=1)=O. The catalyst is CO.C1COCC1.[NH4+].[Cl-]. The product is [CH3:21][C:18]([O:17][C:15]([N:13]1[CH2:14][C:9]2[O:8][C:7]([CH2:5][OH:4])=[N:11][C:10]=2[CH2:12]1)=[O:16])([CH3:19])[CH3:20]. The yield is 0.960. (4) The reactants are [C:1]([C:5]1[CH:6]=[C:7]([NH:17][C:18](=[O:40])[C:19]([C:21]2[C:30]3[C:25](=[CH:26][CH:27]=[CH:28][CH:29]=3)[C:24]([O:31][CH2:32][CH2:33][N:34]3[CH2:39][CH2:38][O:37][CH2:36][CH2:35]3)=[CH:23][CH:22]=2)=O)[N:8]([C:10]2[CH:15]=[CH:14][C:13]([CH3:16])=[CH:12][CH:11]=2)[N:9]=1)([CH3:4])([CH3:3])[CH3:2].Cl.[CH3:42][O:43][NH2:44].N1C=CC=CC=1. The yield is 0.760. The catalyst is CCO. The product is [C:1]([C:5]1[CH:6]=[C:7]([NH:17][C:18](=[O:40])[C:19](=[N:44][O:43][CH3:42])[C:21]2[C:30]3[C:25](=[CH:26][CH:27]=[CH:28][CH:29]=3)[C:24]([O:31][CH2:32][CH2:33][N:34]3[CH2:39][CH2:38][O:37][CH2:36][CH2:35]3)=[CH:23][CH:22]=2)[N:8]([C:10]2[CH:11]=[CH:12][C:13]([CH3:16])=[CH:14][CH:15]=2)[N:9]=1)([CH3:4])([CH3:3])[CH3:2]. (5) The reactants are [CH3:1][O:2][C:3]1[CH:4]=[C:5]([C:11]([C:14]2[N:18]([C:19]3[CH:24]=[CH:23][C:22]([F:25])=[CH:21][CH:20]=3)[C:17](=[S:26])[NH:16][N:15]=2)([CH3:13])[CH3:12])[CH:6]=[CH:7][C:8]=1[O:9][CH3:10].C([O-])([O-])=O.[K+].[K+].[Cl:33][C:34]1[CH:41]=[CH:40][CH:39]=[C:38]([F:42])[C:35]=1[CH2:36]Cl. The catalyst is CC(C)=O. The product is [Cl:33][C:34]1[CH:41]=[CH:40][CH:39]=[C:38]([F:42])[C:35]=1[CH2:36][S:26][C:17]1[N:18]([C:19]2[CH:20]=[CH:21][C:22]([F:25])=[CH:23][CH:24]=2)[C:14]([C:11]([C:5]2[CH:6]=[CH:7][C:8]([O:9][CH3:10])=[C:3]([O:2][CH3:1])[CH:4]=2)([CH3:13])[CH3:12])=[N:15][N:16]=1. The yield is 0.830.